From a dataset of Forward reaction prediction with 1.9M reactions from USPTO patents (1976-2016). Predict the product of the given reaction. The product is: [C:19]([C:12]1[C:11]2[C:15](=[CH:16][CH:17]=[C:9]([O:8][CH2:1][C:2]3[CH:3]=[CH:4][CH:5]=[CH:6][CH:7]=3)[CH:10]=2)[NH:14][CH:13]=1)(=[O:20])[CH3:18]. Given the reactants [CH2:1]([O:8][C:9]1[CH:10]=[C:11]2[C:15](=[CH:16][CH:17]=1)[NH:14][CH:13]=[CH:12]2)[C:2]1[CH:7]=[CH:6][CH:5]=[CH:4][CH:3]=1.[CH3:18][C:19](N(C)C)=[O:20].O=P(Cl)(Cl)Cl, predict the reaction product.